Dataset: Reaction yield outcomes from USPTO patents with 853,638 reactions. Task: Predict the reaction yield, written as a fraction of the theoretical maximum amount of product (1.0 means a 100% yield; for example, 0.34 means a 34% yield). (1) The catalyst is C(Cl)Cl. The yield is 0.520. The reactants are [NH2:1][C:2]1[CH:3]=[C:4]([CH:9]=[CH:10][C:11]=1[F:12])[C:5]([O:7][CH3:8])=[O:6].[F:13][C:14]1[CH:22]=[CH:21][CH:20]=[C:19]([F:23])[C:15]=1[C:16](Cl)=[O:17]. The product is [F:13][C:14]1[CH:22]=[CH:21][CH:20]=[C:19]([F:23])[C:15]=1[C:16]([NH:1][C:2]1[CH:3]=[C:4]([CH:9]=[CH:10][C:11]=1[F:12])[C:5]([O:7][CH3:8])=[O:6])=[O:17]. (2) The reactants are Cl[C:2]1[CH:7]=[CH:6][C:5]([C:8]2[S:9][C:10]3[N:11]=[CH:12][N:13]=[CH:14][C:15]=3[N:16]=2)=[CH:4][C:3]=1[C:17]#[N:18].[OH2:19]. The catalyst is N1CCOCC1. The product is [C:17]([C:3]1[CH:4]=[C:5]([C:8]2[S:9][C:10]3[N:11]=[CH:12][N:13]=[CH:14][C:15]=3[N:16]=2)[CH:6]=[CH:7][C:2]=1[N:16]1[CH2:15][CH2:10][O:19][CH2:5][CH2:8]1)#[N:18]. The yield is 0.410. (3) The reactants are [CH3:1][N:2]([CH:4](OC)OC)[CH3:3].[O:9]=[C:10]1[CH2:15][CH2:14][N:13]([C:16]([O:18][C:19]([CH3:22])([CH3:21])[CH3:20])=[O:17])[CH2:12][CH2:11]1. The catalyst is CN(C=O)C. The product is [CH3:1][N:2]([CH:4]=[C:15]1[C:10](=[O:9])[CH2:11][CH2:12][N:13]([C:16]([O:18][C:19]([CH3:22])([CH3:21])[CH3:20])=[O:17])[CH2:14]1)[CH3:3]. The yield is 0.760. (4) The reactants are I[C:2]1[CH:7]=[CH:6][C:5]([O:8][C:9]([F:12])([F:11])[F:10])=[CH:4][CH:3]=1.[Br:13][C:14]1[CH:19]=[CH:18][C:17]([C:20]2[N:24]=[CH:23][NH:22][N:21]=2)=[CH:16][CH:15]=1.C(=O)([O-])[O-].[Cs+].[Cs+].OC1C=CC=C2C=1N=CC=C2. The catalyst is CN(C)C=O.O.[Cu]I. The product is [Br:13][C:14]1[CH:15]=[CH:16][C:17]([C:20]2[N:24]=[CH:23][N:22]([C:2]3[CH:7]=[CH:6][C:5]([O:8][C:9]([F:12])([F:11])[F:10])=[CH:4][CH:3]=3)[N:21]=2)=[CH:18][CH:19]=1. The yield is 0.500. (5) The reactants are [CH:1]([C:3]1[CH:4]=[C:5]([CH:9]=[CH:10][CH:11]=1)[C:6]([OH:8])=O)=[O:2].C(N(CC)CC)C.ON1C2C=CC=CC=2N=N1.Cl.C(N=C=NCCCN(C)C)C.[CH3:41][CH:42]([CH3:51])[C:43]([N:45]1[CH2:50][CH2:49][NH:48][CH2:47][CH2:46]1)=[O:44]. The catalyst is ClCCl. The product is [C:43]([N:45]1[CH2:50][CH2:49][N:48]([C:6]([C:5]2[CH:4]=[C:3]([CH:11]=[CH:10][CH:9]=2)[CH:1]=[O:2])=[O:8])[CH2:47][CH2:46]1)(=[O:44])[CH:42]([CH3:51])[CH3:41]. The yield is 0.950. (6) The reactants are [C:1]1([C:7]2[N:8]=[C:9]([NH:12][C:13](=[O:49])[C@@H:14]([NH:31]C(OCC3C4C=CC=CC=4C4C3=CC=CC=4)=O)[CH2:15][CH2:16][CH2:17][CH2:18][NH:19][S:20](=[O:30])(=[O:29])[NH:21][C:22]([O:24][C:25]([CH3:28])([CH3:27])[CH3:26])=[O:23])[S:10][CH:11]=2)[CH:6]=[CH:5][CH:4]=[CH:3][CH:2]=1.N1CCCCC1. The catalyst is ClCCl. The product is [NH2:31][C@H:14]([C:13](=[O:49])[NH:12][C:9]1[S:10][CH:11]=[C:7]([C:1]2[CH:6]=[CH:5][CH:4]=[CH:3][CH:2]=2)[N:8]=1)[CH2:15][CH2:16][CH2:17][CH2:18][NH:19][S:20]([NH:21][C:22](=[O:23])[O:24][C:25]([CH3:28])([CH3:27])[CH3:26])(=[O:29])=[O:30]. The yield is 0.690. (7) The reactants are [CH3:1][O:2][C:3](=[O:38])[CH2:4][C@@H:5]([NH:17][C:18]([C:20]1[CH:21]=[C:22]2[C:26](=[C:27]([N+:29]([O-:31])=[O:30])[CH:28]=1)[NH:25][C:24]([C:32]1[CH:37]=[CH:36][CH:35]=[CH:34][CH:33]=1)=[CH:23]2)=O)[CH2:6][S:7]CC1C=CC(OC)=CC=1.P(Cl)(Cl)(Cl)(Cl)Cl. The catalyst is C(Cl)Cl. The product is [CH3:1][O:2][C:3](=[O:38])[CH2:4][C@@H:5]1[CH2:6][S:7][C:18]([C:20]2[CH:21]=[C:22]3[C:26](=[C:27]([N+:29]([O-:31])=[O:30])[CH:28]=2)[NH:25][C:24]([C:32]2[CH:37]=[CH:36][CH:35]=[CH:34][CH:33]=2)=[CH:23]3)=[N:17]1. The yield is 0.600. (8) The reactants are C(N1C2C(=CC=CC=2)CC1=O)C1C=CC=CC=1.[F:18][C:19]1[CH:20]=[C:21]2[C:25](=[CH:26][CH:27]=1)[N:24]([CH2:28][C:29]1[CH:34]=[CH:33][CH:32]=[CH:31][CH:30]=1)[C:23](=[O:35])[C:22]2=O.CCOCC. The catalyst is CCCCCC. The product is [CH2:28]([N:24]1[C:25]2[C:21](=[CH:20][C:19]([F:18])=[CH:27][CH:26]=2)[CH2:22][C:23]1=[O:35])[C:29]1[CH:34]=[CH:33][CH:32]=[CH:31][CH:30]=1. The yield is 0.750.